This data is from Full USPTO retrosynthesis dataset with 1.9M reactions from patents (1976-2016). The task is: Predict the reactants needed to synthesize the given product. (1) Given the product [Cl:1][C:2]1[CH:7]=[CH:6][C:5]([C:8]2[N:12]([CH2:13][CH:14]([OH:17])[CH2:15][CH3:16])[C:11](=[O:18])[N:10]([CH2:19][C:20]([NH:22][C:23]([CH3:24])([C:25]3[CH:30]=[CH:29][CH:28]=[C:27]([C:31]([F:32])([F:33])[F:34])[CH:26]=3)[CH3:35])=[O:21])[N:9]=2)=[CH:4][CH:3]=1, predict the reactants needed to synthesize it. The reactants are: [Cl:1][C:2]1[CH:7]=[CH:6][C:5]([C:8]2[N:12]([CH2:13][C:14](=[O:17])[CH2:15][CH3:16])[C:11](=[O:18])[N:10]([CH2:19][C:20]([NH:22][C:23]([CH3:35])([C:25]3[CH:30]=[CH:29][CH:28]=[C:27]([C:31]([F:34])([F:33])[F:32])[CH:26]=3)[CH3:24])=[O:21])[N:9]=2)=[CH:4][CH:3]=1.[BH4-].[Na+].[Cl-].[NH4+]. (2) The reactants are: [F:1][C:2]1[CH:7]=[CH:6][C:5]([O:8][CH3:9])=[CH:4][C:3]=1[C:10]1[CH:15]=[CH:14][C:13]([OH:16])=[CH:12][C:11]=1[CH2:17][C:18]([CH3:21])([CH3:20])[CH3:19].[CH:22]1([CH:25]([C:32]2[CH:37]=[CH:36][N:35]=[C:34]([CH2:38]O)[CH:33]=2)[CH2:26][C:27]([O:29][CH2:30][CH3:31])=[O:28])[CH2:24][CH2:23]1.C1(P(C2C=CC=CC=2)C2C=CC=CC=2)C=CC=CC=1.N(C(OCC)=O)=NC(OCC)=O. Given the product [CH:22]1([CH:25]([C:32]2[CH:37]=[CH:36][N:35]=[C:34]([CH2:38][O:16][C:13]3[CH:14]=[CH:15][C:10]([C:3]4[CH:4]=[C:5]([O:8][CH3:9])[CH:6]=[CH:7][C:2]=4[F:1])=[C:11]([CH2:17][C:18]([CH3:21])([CH3:20])[CH3:19])[CH:12]=3)[CH:33]=2)[CH2:26][C:27]([O:29][CH2:30][CH3:31])=[O:28])[CH2:24][CH2:23]1, predict the reactants needed to synthesize it. (3) Given the product [CH:1]1([N:6]2[C:10]3[N:11]=[C:12]([NH:15][C:16]4[CH:21]=[CH:20][C:19]([N:22]5[C:29](=[O:30])[CH2:28][C@@H:27]6[N:31]([S:38]([CH3:37])(=[O:40])=[O:39])[C@@H:24]([CH2:25][CH2:26]6)[CH2:23]5)=[CH:18][N:17]=4)[N:13]=[CH:14][C:9]=3[CH:8]=[C:7]2[C:32]([N:34]([CH3:36])[CH3:35])=[O:33])[CH2:2][CH2:3][CH2:4][CH2:5]1, predict the reactants needed to synthesize it. The reactants are: [CH:1]1([N:6]2[C:10]3[N:11]=[C:12]([NH:15][C:16]4[CH:21]=[CH:20][C:19]([N:22]5[C:29](=[O:30])[CH2:28][C@@H:27]6[NH:31][C@@H:24]([CH2:25][CH2:26]6)[CH2:23]5)=[CH:18][N:17]=4)[N:13]=[CH:14][C:9]=3[CH:8]=[C:7]2[C:32]([N:34]([CH3:36])[CH3:35])=[O:33])[CH2:5][CH2:4][CH2:3][CH2:2]1.[CH3:37][S:38](Cl)(=[O:40])=[O:39].C(N(C(C)C)CC)(C)C.C(Cl)Cl. (4) Given the product [C:9]([C:8]1[CH:11]=[CH:12][C:5]([C:3](=[O:4])[CH2:2][N:13]2[CH2:18][CH2:17][CH2:16][C@H:15]([CH2:19][C:20]([O:22][CH2:23][CH3:24])=[O:21])[CH2:14]2)=[CH:6][CH:7]=1)#[N:10], predict the reactants needed to synthesize it. The reactants are: Br[CH2:2][C:3]([C:5]1[CH:12]=[CH:11][C:8]([C:9]#[N:10])=[CH:7][CH:6]=1)=[O:4].[NH:13]1[CH2:18][CH2:17][CH2:16][C@H:15]([CH2:19][C:20]([O:22][CH2:23][CH3:24])=[O:21])[CH2:14]1.